From a dataset of Catalyst prediction with 721,799 reactions and 888 catalyst types from USPTO. Predict which catalyst facilitates the given reaction. (1) Reactant: [F:1][C:2]1[CH:11]=[C:10]([F:12])[CH:9]=[C:8]2[C:3]=1[C:4]([NH:20][C:21]1[CH:26]=[C:25]([N:27]3[CH2:32][CH2:31][O:30][CH2:29][CH2:28]3)[N:24]=[CH:23][C:22]=1[C:33]1[CH:34]=[N:35][C:36]([NH2:39])=[CH:37][CH:38]=1)=[C:5]([CH3:19])[C:6]([C:13]1[CH:18]=[CH:17][CH:16]=[CH:15][N:14]=1)=[N:7]2.[CH3:40][S:41](Cl)(=[O:43])=[O:42]. Product: [F:1][C:2]1[CH:11]=[C:10]([F:12])[CH:9]=[C:8]2[C:3]=1[C:4]([NH:20][C:21]1[CH:26]=[C:25]([N:27]3[CH2:28][CH2:29][O:30][CH2:31][CH2:32]3)[N:24]=[CH:23][C:22]=1[C:33]1[CH:34]=[N:35][C:36]([NH:39][S:41]([CH3:40])(=[O:43])=[O:42])=[CH:37][CH:38]=1)=[C:5]([CH3:19])[C:6]([C:13]1[CH:18]=[CH:17][CH:16]=[CH:15][N:14]=1)=[N:7]2. The catalyst class is: 298. (2) Reactant: [S:1]1[C:5]([C:6]([O:8]CC)=[O:7])=[CH:4][C:3]2[CH:11]3[CH2:15][CH:14]([C:2]1=2)[CH2:13][CH2:12]3.C(O)C.[OH-].[Li+].Cl. Product: [S:1]1[C:5]([C:6]([OH:8])=[O:7])=[CH:4][C:3]2[CH:11]3[CH2:15][CH:14]([C:2]1=2)[CH2:13][CH2:12]3. The catalyst class is: 90. (3) Reactant: [CH3:1][NH2:2].O1[CH2:7][CH2:6][CH2:5][CH2:4]1.C(N([CH:14]([CH3:16])[CH3:15])CC)(C)C.F[P-](F)(F)(F)(F)F.N1(O[P+](N(C)C)(N(C)C)N(C)C)[C:28]2[CH:29]=[CH:30][CH:31]=[CH:32][C:27]=2N=N1.[CH3:44][N:45](C)[CH:46]=[O:47]. Product: [CH3:4][C:5]1[CH:16]=[C:14]([C:46]([NH:45][CH3:44])=[O:47])[CH:15]=[CH:7][C:6]=1[C:27]1[CH:28]=[CH:29][C:30]([C:1]#[N:2])=[CH:31][CH:32]=1. The catalyst class is: 4. (4) Reactant: [CH:1]([N:4](CC)C(C)C)(C)[CH3:2].BrCC#N.[N:14]([C:17]1[CH:46]=[CH:45][C:20]([CH2:21][O:22][C:23]([NH:25][CH2:26][C@@H:27]([S:42][S:43][CH3:44])[CH2:28][CH2:29][C@H:30]([NH:34][C:35]([O:37][C:38]([CH3:41])([CH3:40])[CH3:39])=[O:36])[C:31]([OH:33])=[O:32])=[O:24])=[CH:19][CH:18]=1)=[N+:15]=[N-:16]. Product: [N:14]([C:17]1[CH:18]=[CH:19][C:20]([CH2:21][O:22][C:23]([NH:25][CH2:26][C@@H:27]([S:42][S:43][CH3:44])[CH2:28][CH2:29][C@H:30]([NH:34][C:35]([O:37][C:38]([CH3:39])([CH3:40])[CH3:41])=[O:36])[C:31]([O:33][CH2:2][C:1]#[N:4])=[O:32])=[O:24])=[CH:45][CH:46]=1)=[N+:15]=[N-:16]. The catalyst class is: 10. (5) Reactant: C1(P(C2C=CC=CC=2)C2C=CC=CC=2)C=CC=CC=1.[Br:20][CH2:21][CH2:22][OH:23].[Cl:24][C:25]1[CH:46]=[CH:45][CH:44]=[C:43]([Cl:47])[C:26]=1[C:27]([NH:29][C@H:30]([C:39]([O:41][CH3:42])=[O:40])[CH2:31][C:32]1[CH:37]=[CH:36][C:35](O)=[CH:34][CH:33]=1)=[O:28]. Product: [Br:20][CH2:21][CH2:22][O:23][C:35]1[CH:36]=[CH:37][C:32]([CH2:31][C@@H:30]([C:39]([O:41][CH3:42])=[O:40])[NH:29][C:27](=[O:28])[C:26]2[C:43]([Cl:47])=[CH:44][CH:45]=[CH:46][C:25]=2[Cl:24])=[CH:33][CH:34]=1. The catalyst class is: 2. (6) Reactant: [CH2:1]([C:4]1([C:24]2[CH:29]=[CH:28][CH:27]=[CH:26][CH:25]=2)[CH:8]2[CH2:9][O:10][C:11]3[CH:16]=[CH:15][C:14]([Cl:17])=[CH:13][C:12]=3[N:7]2[N:6]=[C:5]1[C:18]([N:20]([O:22][CH3:23])[CH3:21])=[O:19])[CH:2]=[CH2:3].B1C2CCCC1CCC2.[OH-:39].[Na+].OO. Product: [Cl:17][C:14]1[CH:15]=[CH:16][C:11]2[O:10][CH2:9][CH:8]3[C:4]([CH2:1][CH2:2][CH2:3][OH:39])([C:24]4[CH:25]=[CH:26][CH:27]=[CH:28][CH:29]=4)[C:5]([C:18]([N:20]([O:22][CH3:23])[CH3:21])=[O:19])=[N:6][N:7]3[C:12]=2[CH:13]=1. The catalyst class is: 20. (7) Reactant: [Cl:1][C:2]1[CH:3]=[CH:4][C:5]2[O:18][CH:17]([C:19]([O:21][CH2:22][CH3:23])=[O:20])[N:8]3[C:9]4[CH:10]=[CH:11][CH:12]=[C:13]([F:16])[C:14]=4[CH2:15][CH:7]3[C:6]=2[N:24]=1.C(C1C(=O)C(Cl)=C(Cl)C(=O)C=1C#N)#N. Product: [Cl:1][C:2]1[CH:3]=[CH:4][C:5]2[O:18][CH:17]([C:19]([O:21][CH2:22][CH3:23])=[O:20])[N:8]3[C:9]4[CH:10]=[CH:11][CH:12]=[C:13]([F:16])[C:14]=4[CH:15]=[C:7]3[C:6]=2[N:24]=1. The catalyst class is: 93. (8) Product: [F:35][C:11]1[CH:12]=[C:13]([O:17][C@H:18]2[CH2:23][CH2:22][CH2:21][CH2:20][C@@H:19]2[C:24]2[CH:25]=[N:26][NH:27][CH:28]=2)[CH:14]=[C:15]([F:16])[C:10]=1[S:7]([NH:6][C:36]1[CH:41]=[CH:40][N:39]=[CH:38][N:37]=1)(=[O:8])=[O:9]. The catalyst class is: 281. Reactant: COC1C=C(OC)C=CC=1C[N:6]([C:36]1[CH:41]=[CH:40][N:39]=[CH:38][N:37]=1)[S:7]([C:10]1[C:15]([F:16])=[CH:14][C:13]([O:17][C@H:18]2[CH2:23][CH2:22][CH2:21][CH2:20][C@@H:19]2[C:24]2[CH:25]=[N:26][N:27](C3CCCCO3)[CH:28]=2)=[CH:12][C:11]=1[F:35])(=[O:9])=[O:8].C([SiH](CC)CC)C.CO. (9) Reactant: [Cl:1][C:2]1[N:7]=[N:6][C:5]([N:8]2[CH2:12][CH2:11][C@@H:10]([OH:13])[CH2:9]2)=[CH:4][CH:3]=1.[Si:14](Cl)([C:17]([CH3:20])([CH3:19])[CH3:18])([CH3:16])[CH3:15]. Product: [Si:14]([O:13][C@@H:10]1[CH2:11][CH2:12][N:8]([C:5]2[N:6]=[N:7][C:2]([Cl:1])=[CH:3][CH:4]=2)[CH2:9]1)([C:17]([CH3:20])([CH3:19])[CH3:18])([CH3:16])[CH3:15]. The catalyst class is: 3. (10) Reactant: C[O:2][C:3](=O)[C@@H:4]([CH2:13][C@@H:14]([C:16]([F:19])([F:18])[F:17])[CH3:15])[NH:5][C:6]([O:8][C:9]([CH3:12])([CH3:11])[CH3:10])=[O:7].[BH4-].[Na+]. Product: [C:6]([NH:5][C@@H:4]([CH2:3][OH:2])[CH2:13][C@@H:14]([C:16]([F:19])([F:18])[F:17])[CH3:15])([O:8][C:9]([CH3:12])([CH3:11])[CH3:10])=[O:7]. The catalyst class is: 5.